This data is from Forward reaction prediction with 1.9M reactions from USPTO patents (1976-2016). The task is: Predict the product of the given reaction. (1) Given the reactants [C:1](Cl)(Cl)=[O:2].N#N.[CH2:7]([C@H:9]1[CH2:13][NH:12][CH2:11][C@H:10]1[C:14]1[N:18]2[C:19]3[CH:25]=[CH:24][N:23]([S:26]([C:29]4[CH:35]=[CH:34][C:32]([CH3:33])=[CH:31][CH:30]=4)(=[O:28])=[O:27])[C:20]=3[N:21]=[CH:22][C:17]2=[N:16][N:15]=1)[CH3:8].Cl.[F:37][C:38]1([F:42])[CH2:41][NH:40][CH2:39]1.C(=O)(O)[O-].[Na+], predict the reaction product. The product is: [F:37][C:38]1([F:42])[CH2:41][N:40]([C:1]([N:12]2[CH2:11][C@H:10]([C:14]3[N:18]4[C:19]5[CH:25]=[CH:24][N:23]([S:26]([C:29]6[CH:30]=[CH:31][C:32]([CH3:33])=[CH:34][CH:35]=6)(=[O:28])=[O:27])[C:20]=5[N:21]=[CH:22][C:17]4=[N:16][N:15]=3)[C@H:9]([CH2:7][CH3:8])[CH2:13]2)=[O:2])[CH2:39]1. (2) Given the reactants [O:1]1[CH2:6][CH2:5][CH:4]([OH:7])[CH2:3][CH2:2]1.N(C(OC(C)C)=O)=NC(OC(C)C)=O.C1(P(C2C=CC=CC=2)C2C=CC=CC=2)C=CC=CC=1.[Cl:41][C:42]1[CH:43]=[C:44](/[C:49](/[C:57]2[CH:62]=[CH:61][C:60]([CH:63]3[CH2:65][CH2:64]3)=[C:59]([O:66][CH3:67])[N:58]=2)=[CH:50]\[C@@H:51]2[NH:55][C:54](=[O:56])[CH2:53][CH2:52]2)[CH:45]=[CH:46][C:47]=1O, predict the reaction product. The product is: [Cl:41][C:42]1[CH:43]=[C:44](/[C:49](/[C:57]2[CH:62]=[CH:61][C:60]([CH:63]3[CH2:64][CH2:65]3)=[C:59]([O:66][CH3:67])[N:58]=2)=[CH:50]\[C@@H:51]2[NH:55][C:54](=[O:56])[CH2:53][CH2:52]2)[CH:45]=[CH:46][C:47]=1[O:7][CH:4]1[CH2:5][CH2:6][O:1][CH2:2][CH2:3]1. (3) Given the reactants [Cl:1][C:2]1[CH:39]=[CH:38][C:5]([CH2:6][N:7]2[C:15](=[O:16])[C:14]3[N:13]([C:17]4[CH:22]=[CH:21][C:20]([F:23])=[CH:19][CH:18]=4)[C:12]([O:24][CH3:25])=[N:11][C:10]=3[N:9](CC3C=CC(OC)=CC=3OC)[C:8]2=[O:37])=[CH:4][CH:3]=1.C([SiH](CC)CC)C.C(Cl)Cl, predict the reaction product. The product is: [Cl:1][C:2]1[CH:39]=[CH:38][C:5]([CH2:6][N:7]2[C:15](=[O:16])[C:14]3[N:13]([C:17]4[CH:18]=[CH:19][C:20]([F:23])=[CH:21][CH:22]=4)[C:12]([O:24][CH3:25])=[N:11][C:10]=3[NH:9][C:8]2=[O:37])=[CH:4][CH:3]=1. (4) Given the reactants [I-:1].C([N:9]1[CH2:15][CH2:14][CH2:13][N:12]([C:16]2[CH:17]=[C:18]([CH2:36][CH3:37])[C:19]3[C:28]([CH:29]=2)=[S+:27][C:26]2[C:21](=[C:22]([CH3:35])[CH:23]=[C:24]([N:30]4[CH2:34][CH2:33][CH2:32][CH2:31]4)[CH:25]=2)[N:20]=3)[CH2:11][CH2:10]1)(OC(C)(C)C)=O, predict the reaction product. The product is: [I-:1].[N:12]1([C:16]2[CH:17]=[C:18]([CH2:36][CH3:37])[C:19]3[C:28]([CH:29]=2)=[S+:27][C:26]2[C:21](=[C:22]([CH3:35])[CH:23]=[C:24]([N:30]4[CH2:34][CH2:33][CH2:32][CH2:31]4)[CH:25]=2)[N:20]=3)[CH2:13][CH2:14][CH2:15][NH:9][CH2:10][CH2:11]1. (5) Given the reactants [Cl:1][C:2]1[N:7]=[C:6]([Cl:8])[CH:5]=[C:4](Cl)[N:3]=1.[Br-].[CH:11]1([Zn+])[CH2:16][CH2:15][CH2:14][CH2:13][CH2:12]1, predict the reaction product. The product is: [Cl:1][C:2]1[N:7]=[C:6]([Cl:8])[CH:5]=[C:4]([CH:11]2[CH2:16][CH2:15][CH2:14][CH2:13][CH2:12]2)[N:3]=1.